Dataset: Full USPTO retrosynthesis dataset with 1.9M reactions from patents (1976-2016). Task: Predict the reactants needed to synthesize the given product. (1) Given the product [F:1][C:2]([F:7])([F:6])[C:3]([OH:5])=[O:4].[C:8]1([C:14]2[CH:19]=[C:18]([CH:20]3[CH2:21][CH2:22][N:23]([C:43](=[O:44])[CH2:42][C:39]4[CH:40]=[CH:41][N:36]=[CH:37][CH:38]=4)[CH2:24][CH2:25]3)[CH:17]=[CH:16][C:15]=2[NH:26][C:27]([C:29]2[NH:30][CH:31]=[C:32]([C:34]#[N:35])[N:33]=2)=[O:28])[CH2:13][CH2:12][CH2:11][CH2:10][CH:9]=1, predict the reactants needed to synthesize it. The reactants are: [F:1][C:2]([F:7])([F:6])[C:3]([OH:5])=[O:4].[C:8]1([C:14]2[CH:19]=[C:18]([CH:20]3[CH2:25][CH2:24][NH:23][CH2:22][CH2:21]3)[CH:17]=[CH:16][C:15]=2[NH:26][C:27]([C:29]2[NH:30][CH:31]=[C:32]([C:34]#[N:35])[N:33]=2)=[O:28])[CH2:13][CH2:12][CH2:11][CH2:10][CH:9]=1.[N:36]1[CH:41]=[CH:40][C:39]([CH2:42][C:43](O)=[O:44])=[CH:38][CH:37]=1. (2) Given the product [CH3:1][CH2:2][O:3][C:4]([C:6]1[N:10]([CH2:25][C:26]2[CH:30]=[C:29]([C:31]3[S:32][C:33]([Cl:36])=[CH:34][CH:35]=3)[O:28][N:27]=2)[C:9]([C:11]([O:13][C:14]([CH3:16])([CH3:15])[CH3:17])=[O:12])=[CH:8][N:7]=1)=[O:5], predict the reactants needed to synthesize it. The reactants are: [CH3:1][CH2:2][O:3][C:4]([C:6]1[NH:10][C:9]([C:11]([O:13][C:14]([CH3:17])([CH3:16])[CH3:15])=[O:12])=[CH:8][N:7]=1)=[O:5].C(=O)([O-])[O-].[K+].[K+].Br[CH2:25][C:26]1[CH:30]=[C:29]([C:31]2[S:32][C:33]([Cl:36])=[CH:34][CH:35]=2)[O:28][N:27]=1. (3) Given the product [CH3:25][C:17]1([CH3:26])[O:16][C:15](=[O:27])[N:14]([C:11]2[CH:12]=[CH:13][C:8]([C:7]3[CH:6]=[C:5]([C:38]4[N:43]=[C:42]([C:44]#[N:45])[CH:41]=[CH:40][N:39]=4)[CH:4]=[N:3][C:2]=3[F:1])=[CH:9][CH:10]=2)[C@H:18]1[C:19]1[CH:20]=[CH:21][CH:22]=[CH:23][CH:24]=1, predict the reactants needed to synthesize it. The reactants are: [F:1][C:2]1[C:7]([C:8]2[CH:13]=[CH:12][C:11]([N:14]3[C@@H:18]([C:19]4[CH:24]=[CH:23][CH:22]=[CH:21][CH:20]=4)[C:17]([CH3:26])([CH3:25])[O:16][C:15]3=[O:27])=[CH:10][CH:9]=2)=[CH:6][C:5](B2OC(C)(C)C(C)(C)O2)=[CH:4][N:3]=1.Cl[C:38]1[N:43]=[C:42]([C:44]#[N:45])[CH:41]=[CH:40][N:39]=1.C(=O)([O-])[O-].[Na+].[Na+].O1CCOCC1. (4) The reactants are: [Br:1][C:2]1[C:3]([CH3:9])=[CH:4][C:5]([OH:8])=[N:6][CH:7]=1.[CH:10](O)([CH3:12])[CH3:11]. Given the product [Br:1][C:2]1[C:3]([CH3:9])=[CH:4][C:5]([O:8][CH:10]([CH3:12])[CH3:11])=[N:6][CH:7]=1, predict the reactants needed to synthesize it. (5) Given the product [NH2:14][C@H:6]1[C:7]2[C:12](=[CH:11][CH:10]=[CH:9][CH:8]=2)[CH2:13][C@H:5]1[C:3]([N:2]([CH3:22])[CH3:1])=[O:4], predict the reactants needed to synthesize it. The reactants are: [CH3:1][N:2]([CH3:22])[C:3]([C@@H:5]1[CH2:13][C:12]2[C:7](=[CH:8][CH:9]=[CH:10][CH:11]=2)[C@@H:6]1[NH:14]C(=O)OC(C)(C)C)=[O:4].C(O)C. (6) Given the product [ClH:31].[F:1][C:2]1[C:11]2[C:6](=[CH:7][CH:8]=[CH:9][CH:10]=2)[C:5]([CH2:12][N:13]([CH3:14])[C:52](=[O:54])/[CH:51]=[CH:50]/[C:47]2[CH:48]=[N:49][C:43]3[NH:42][C:41](=[O:55])[N:40]([CH2:39][CH2:38][N:32]4[CH2:37][CH2:36][O:35][CH2:34][CH2:33]4)[CH2:45][C:44]=3[CH:46]=2)=[CH:4][CH:3]=1, predict the reactants needed to synthesize it. The reactants are: [F:1][C:2]1[C:11]2[C:6](=[CH:7][CH:8]=[CH:9][CH:10]=2)[C:5]([CH2:12][NH:13][CH3:14])=[CH:4][CH:3]=1.CNCC1C=CC2C(=CC=CC=2)C=1CCC.[ClH:31].[N:32]1([CH2:38][CH2:39][N:40]2[CH2:45][C:44]3[CH:46]=[C:47](/[CH:50]=[CH:51]/[C:52]([OH:54])=O)[CH:48]=[N:49][C:43]=3[NH:42][C:41]2=[O:55])[CH2:37][CH2:36][O:35][CH2:34][CH2:33]1.Cl.CN1CC2C=C(/C=C/C(O)=O)C=NC=2NC(=O)C1.